This data is from Reaction yield outcomes from USPTO patents with 853,638 reactions. The task is: Predict the reaction yield, written as a fraction of the theoretical maximum amount of product (1.0 means a 100% yield; for example, 0.34 means a 34% yield). (1) The reactants are [S:1]1[C:5]([C:6]23[CH2:13][N:12]([C:14]([O:16][C:17]([CH3:20])([CH3:19])[CH3:18])=[O:15])[CH2:11][CH:10]2[CH2:9][O:8][NH:7]3)=[CH:4][CH:3]=[N:2]1.C(O)(=O)C. The catalyst is C(OCC)(=O)C.[Zn]. The product is [NH2:7][C:6]1([C:5]2[S:1][N:2]=[CH:3][CH:4]=2)[CH:10]([CH2:9][OH:8])[CH2:11][N:12]([C:14]([O:16][C:17]([CH3:19])([CH3:20])[CH3:18])=[O:15])[CH2:13]1. The yield is 0.651. (2) The reactants are [F:1][C:2]([F:12])([C:6]1[CH:11]=[CH:10][CH:9]=[CH:8][CH:7]=1)[C:3](O)=[O:4].C(Cl)(=O)C([Cl:16])=O.CN(C)C=O. The catalyst is C(Cl)Cl. The product is [C:6]1([C:2]([C:3]([Cl:16])=[O:4])([F:12])[F:1])[CH:11]=[CH:10][CH:9]=[CH:8][CH:7]=1. The yield is 0.980. (3) The reactants are [C:1]([O:5][C:6]([NH:8][CH2:9][CH2:10][CH2:11][C:12]([O:14]C)=O)=[O:7])([CH3:4])([CH3:3])[CH3:2].[NH2:16][NH2:17].O. The catalyst is CO. The product is [NH:16]([C:12](=[O:14])[CH2:11][CH2:10][CH2:9][NH:8][C:6](=[O:7])[O:5][C:1]([CH3:4])([CH3:3])[CH3:2])[NH2:17]. The yield is 0.900. (4) The reactants are [CH3:1][C:2]1[N:3]([S:9]([C:12]2[CH:17]=[CH:16][CH:15]=[CH:14][CH:13]=2)(=[O:11])=[O:10])[CH:4]=[CH:5][C:6]=1[CH:7]=[O:8].[Br:18]N1C(=O)CCC1=O.O. The catalyst is CN(C)C=O. The product is [Br:18][C:4]1[N:3]([S:9]([C:12]2[CH:17]=[CH:16][CH:15]=[CH:14][CH:13]=2)(=[O:10])=[O:11])[C:2]([CH3:1])=[C:6]([CH:7]=[O:8])[CH:5]=1. The yield is 0.860. (5) The yield is 0.340. The catalyst is O1CCCC1. The reactants are [H-].[Na+].[NH:3]1[C:11]2[C:6](=[CH:7][CH:8]=[CH:9][CH:10]=2)[CH2:5][CH2:4]1.I[CH3:13]. The product is [CH3:13][N:3]1[C:11]2[C:6](=[CH:7][CH:8]=[CH:9][CH:10]=2)[CH2:5][CH2:4]1. (6) The reactants are [Cl:1][C:2]1[CH:7]=[C:6](F)[CH:5]=[CH:4][C:3]=1[CH2:9][C:10]([NH:12][C:13]([CH3:21])([CH:18]([CH3:20])[CH3:19])[C:14]([O:16]C)=O)=[O:11].C[C:23]([O-:26])(C)C.[K+].O. The catalyst is C1(C)C=CC=CC=1.O1CCCC1. The product is [Cl:1][C:2]1[CH:7]=[C:6]([O:26][CH3:23])[CH:5]=[CH:4][C:3]=1[CH:9]1[C:14](=[O:16])[C:13]([CH:18]([CH3:20])[CH3:19])([CH3:21])[NH:12][C:10]1=[O:11]. The yield is 0.850. (7) The reactants are [I:1][C:2]1[CH:3]=[C:4]([SH:8])[CH:5]=[CH:6][CH:7]=1.C1(C)C=CC(S(O[CH2:19][CH:20]2[CH2:24][CH2:23][CH2:22][N:21]2[C:25]([O:27][C:28]([CH3:31])([CH3:30])[CH3:29])=[O:26])(=O)=O)=CC=1.[OH-].[K+]. The catalyst is N1C=CC=CC=1.CCOC(C)=O. The product is [I:1][C:2]1[CH:3]=[C:4]([S:8][CH2:19][CH:20]2[CH2:24][CH2:23][CH2:22][N:21]2[C:25]([O:27][C:28]([CH3:29])([CH3:31])[CH3:30])=[O:26])[CH:5]=[CH:6][CH:7]=1. The yield is 0.450.